From a dataset of Retrosynthesis with 50K atom-mapped reactions and 10 reaction types from USPTO. Predict the reactants needed to synthesize the given product. (1) Given the product O=c1[nH]c2cccc(S)c2[nH]1, predict the reactants needed to synthesize it. The reactants are: CN(C)C(=O)Sc1cccc2[nH]c(=O)[nH]c12. (2) The reactants are: CSc1ccc(B(O)O)cc1.Cc1cccc(-c2[nH]c(C(C)C)nc2-c2cccc(Br)c2)n1. Given the product CSc1ccc(-c2cccc(-c3nc(C(C)C)[nH]c3-c3cccc(C)n3)c2)cc1, predict the reactants needed to synthesize it. (3) Given the product N#Cc1ccc(N2CCCCCC2)c2ccccc12, predict the reactants needed to synthesize it. The reactants are: C1CCCNCC1.N#Cc1ccc(F)c2ccccc12. (4) Given the product CCCNCc1nc(-c2ncn3c2[C@@H]2CCN2C(=O)c2ccccc2-3)no1, predict the reactants needed to synthesize it. The reactants are: CCCN.O=C1c2ccccc2-n2cnc(-c3noc(CCl)n3)c2[C@@H]2CCN12. (5) Given the product CCOC(C(=O)O)c1ccc(N)cc1, predict the reactants needed to synthesize it. The reactants are: CCOC(C(=O)O)c1ccc(NC(C)=O)cc1. (6) Given the product Cc1c(CCCCCCCCCCCC(=O)O)cccc1C(=O)c1ccc(Cl)cc1, predict the reactants needed to synthesize it. The reactants are: Cc1c(C=CCCCCCCCCCC(=O)O)cccc1C(=O)c1ccc(Cl)cc1. (7) Given the product O=C1CCCC1Oc1cc(N2C(=O)C3=C(CCCC3)C2=O)ccc1Cl, predict the reactants needed to synthesize it. The reactants are: Nc1ccc(Cl)c(OC2CCCC2=O)c1.O=C1OC(=O)C2=C1CCCC2.